From a dataset of Peptide-MHC class II binding affinity with 134,281 pairs from IEDB. Regression. Given a peptide amino acid sequence and an MHC pseudo amino acid sequence, predict their binding affinity value. This is MHC class II binding data. The peptide sequence is VSSHNHIPGYKVQTN. The MHC is DRB1_0301 with pseudo-sequence DRB1_0301. The binding affinity (normalized) is 0.260.